This data is from Full USPTO retrosynthesis dataset with 1.9M reactions from patents (1976-2016). The task is: Predict the reactants needed to synthesize the given product. (1) Given the product [NH2:18][C:8]1[C:7]2=[N:6][N:5]([CH2:4][CH2:3][OH:2])[CH:17]=[C:16]2[C:15]2[CH:14]=[CH:13][CH:12]=[CH:11][C:10]=2[N:9]=1, predict the reactants needed to synthesize it. The reactants are: C[O:2][CH2:3][CH2:4][N:5]1[CH:17]=[C:16]2[C:7]([C:8]([NH2:18])=[N:9][C:10]3[CH:11]=[CH:12][CH:13]=[CH:14][C:15]=32)=[N:6]1.B(Br)(Br)Br. (2) Given the product [CH3:13][S:12]([C:10]1[N:11]=[C:4]2[N:3]=[C:2]([CH3:1])[CH:7]=[C:6]([CH3:8])[N:5]2[N:9]=1)(=[O:17])=[O:22], predict the reactants needed to synthesize it. The reactants are: [CH3:1][C:2]1[CH:7]=[C:6]([CH3:8])[N:5]2[N:9]=[C:10]([S:12][CH3:13])[N:11]=[C:4]2[N:3]=1.OO.S([O-])([O-])=[O:17].[Na+].[Na+].[OH2:22]. (3) Given the product [ClH:27].[Cl:27][C:24]1[CH:23]=[CH:22][C:21]([C:20]([NH:19][C:16]2[CH:17]=[CH:18][C:13]([CH:10]3[CH2:11][CH2:12][NH:8][CH2:9]3)=[CH:14][CH:15]=2)=[O:28])=[CH:26][CH:25]=1, predict the reactants needed to synthesize it. The reactants are: C(OC([N:8]1[CH2:12][CH2:11][CH:10]([C:13]2[CH:18]=[CH:17][C:16]([NH:19][C:20](=[O:28])[C:21]3[CH:26]=[CH:25][C:24]([Cl:27])=[CH:23][CH:22]=3)=[CH:15][CH:14]=2)[CH2:9]1)=O)(C)(C)C.Cl. (4) Given the product [F:6][C:5]([F:8])([F:7])[C:4]1[S:9][CH:2]=[C:1]([C:13]([O:12][CH2:11][CH3:10])=[O:14])[N:3]=1, predict the reactants needed to synthesize it. The reactants are: [CH2:1]([NH:3][C:4](=[S:9])[C:5]([F:8])([F:7])[F:6])[CH3:2].[CH3:10][CH2:11][O:12][C:13](C(CBr)=O)=[O:14]. (5) Given the product [Cl:1][C:2]1[CH:3]=[CH:4][C:5]2[NH:11][C:10](=[O:12])[C@@H:9]([CH2:13][CH2:14][OH:15])[S:8][C@H:7]([C:17]3[CH:22]=[CH:21][CH:20]=[C:19]([O:23][CH3:24])[C:18]=3[O:25][CH3:26])[C:6]=2[CH:27]=1, predict the reactants needed to synthesize it. The reactants are: [Cl:1][C:2]1[CH:3]=[CH:4][C:5]2[NH:11][C:10](=[O:12])[C@@H:9]([CH2:13][C:14](O)=[O:15])[S:8][C@H:7]([C:17]3[CH:22]=[CH:21][CH:20]=[C:19]([O:23][CH3:24])[C:18]=3[O:25][CH3:26])[C:6]=2[CH:27]=1.CN1CCOCC1.ClC(OCC)=O.[BH4-].[Na+].Cl.